From a dataset of Peptide-MHC class I binding affinity with 185,985 pairs from IEDB/IMGT. Regression. Given a peptide amino acid sequence and an MHC pseudo amino acid sequence, predict their binding affinity value. This is MHC class I binding data. (1) The peptide sequence is LPTWLGAAI. The MHC is HLA-B40:01 with pseudo-sequence HLA-B40:01. The binding affinity (normalized) is 0.0847. (2) The peptide sequence is EIIELTRTL. The MHC is HLA-A31:01 with pseudo-sequence HLA-A31:01. The binding affinity (normalized) is 0.0847. (3) The peptide sequence is KCHDHYLCRH. The MHC is HLA-A03:01 with pseudo-sequence HLA-A03:01. The binding affinity (normalized) is 0.0645. (4) The peptide sequence is YLQYSISTA. The MHC is HLA-B15:17 with pseudo-sequence HLA-B15:17. The binding affinity (normalized) is 0.0847. (5) The peptide sequence is YSHGTGTGY. The MHC is HLA-A23:01 with pseudo-sequence HLA-A23:01. The binding affinity (normalized) is 0. (6) The peptide sequence is AVAKAAAAV. The MHC is HLA-A02:05 with pseudo-sequence HLA-A02:05. The binding affinity (normalized) is 0.670. (7) The binding affinity (normalized) is 0.0847. The peptide sequence is KACDLAMCY. The MHC is HLA-B46:01 with pseudo-sequence HLA-B46:01.